This data is from Catalyst prediction with 721,799 reactions and 888 catalyst types from USPTO. The task is: Predict which catalyst facilitates the given reaction. (1) Reactant: Br[C:2]1[C:3]([O:11][CH:12]2[CH2:15][CH2:14][CH2:13]2)=[N:4][CH:5]=[C:6]([CH:10]=1)[C:7]([OH:9])=[O:8].C(=O)([O-])[O-].[Cs+].[Cs+].[B-](F)(F)(F)[C:23]1[O:27][CH:26]=[CH:25][CH:24]=1.[K+].C(P(C12CC3CC(CC(C3)C1)C2)C12CC3CC(CC(C3)C1)C2)CCC.Cl. Product: [CH:12]1([O:11][C:3]2[C:2]([C:26]3[O:27][CH:23]=[CH:24][CH:25]=3)=[CH:10][C:6]([C:7]([OH:9])=[O:8])=[CH:5][N:4]=2)[CH2:15][CH2:14][CH2:13]1. The catalyst class is: 706. (2) The catalyst class is: 8. Product: [CH2:1]([O:8][CH2:9][CH2:10][CH2:11][CH2:12][C:18]1[C:19]2[C:20](=[CH:21][CH:22]=[CH:23][CH:24]=2)[C:16](=[O:15])[NH:53][N:52]=1)[C:2]1[CH:3]=[CH:4][CH:5]=[CH:6][CH:7]=1. Reactant: [CH2:1]([O:8][CH2:9][CH2:10][CH2:11][CH:12]=O)[C:2]1[CH:7]=[CH:6][CH:5]=[CH:4][CH:3]=1.[Br-].[O:15]=[C:16]1[C:20]2[CH:21]=[CH:22][CH:23]=[CH:24][C:19]=2[CH:18]([P+](C2C=CC=CC=2)(C2C=CC=CC=2)C2C=CC=CC=2)O1.C(N(CC)CC)C.O.[NH2:52][NH2:53]. (3) Reactant: [Cl:1][C:2]1[CH:3]=[CH:4][C:5]([C:40]#[N:41])=[C:6]([C:8]2[C:13]([O:14][CH3:15])=[CH:12][N:11]([CH:16]([CH2:31][C:32]3([CH3:38])[CH2:37][CH2:36][O:35][CH2:34][CH2:33]3)[C:17]([NH:19][C:20]3[CH:30]=[CH:29][C:23]([C:24]([O:26]CC)=[O:25])=[CH:22][CH:21]=3)=[O:18])[C:10](=[O:39])[CH:9]=2)[CH:7]=1.C(=O)([O-])[O-].[Cs+].[Cs+]. Product: [Cl:1][C:2]1[CH:3]=[CH:4][C:5]([C:40]#[N:41])=[C:6]([C:8]2[C:13]([O:14][CH3:15])=[CH:12][N:11]([CH:16]([CH2:31][C:32]3([CH3:38])[CH2:37][CH2:36][O:35][CH2:34][CH2:33]3)[C:17]([NH:19][C:20]3[CH:30]=[CH:29][C:23]([C:24]([OH:26])=[O:25])=[CH:22][CH:21]=3)=[O:18])[C:10](=[O:39])[CH:9]=2)[CH:7]=1. The catalyst class is: 40. (4) Reactant: [CH:1]1([C:4]2[CH:21]=[CH:20][C:7]([O:8][C:9]3[CH:14]=[N:13][C:12]([CH:15]4OCC[O:16]4)=[CH:11][N:10]=3)=[CH:6][CH:5]=2)[CH2:3][CH2:2]1.O.C1(C)C=CC(S(O)(=O)=O)=CC=1.C(=O)([O-])O.[Na+].C(OCC)(=O)C. Product: [CH:1]1([C:4]2[CH:21]=[CH:20][C:7]([O:8][C:9]3[N:10]=[CH:11][C:12]([CH:15]=[O:16])=[N:13][CH:14]=3)=[CH:6][CH:5]=2)[CH2:2][CH2:3]1. The catalyst class is: 21. (5) Reactant: [NH2:1][C:2]1[C:7](Br)=[CH:6][C:5]([N+:9]([O-:11])=[O:10])=[CH:4][N:3]=1.C(N(CC)CC)C.[C:19]1([C:25]#[CH:26])[CH:24]=[CH:23][CH:22]=[CH:21][CH:20]=1. Product: [N+:9]([C:5]1[CH:6]=[C:7]([C:26]#[C:25][C:19]2[CH:24]=[CH:23][CH:22]=[CH:21][CH:20]=2)[C:2]([NH2:1])=[N:3][CH:4]=1)([O-:11])=[O:10]. The catalyst class is: 356. (6) Reactant: [F:1][C:2]1[CH:24]=[CH:23][C:5]([C:6]([C:8]2[CH:13]=[CH:12][CH:11]=[C:10]([C:14](=O)[C:15]3[CH:20]=[CH:19][C:18]([F:21])=[CH:17][CH:16]=3)[CH:9]=2)=[O:7])=[CH:4][CH:3]=1.[NH2:25][NH:26][C:27]([NH2:29])=[S:28].C1(C)C=CC(S(O)(=O)=O)=CC=1. Product: [F:1][C:2]1[CH:24]=[CH:23][C:5]([C:6]([C:8]2[CH:13]=[CH:12][CH:11]=[C:10]([C:14](=[N:25][NH:26][C:27]([NH2:29])=[S:28])[C:15]3[CH:20]=[CH:19][C:18]([F:21])=[CH:17][CH:16]=3)[CH:9]=2)=[O:7])=[CH:4][CH:3]=1. The catalyst class is: 5. (7) Reactant: [F:1][C:2]1([F:25])[CH2:8][CH2:7][N:6]([C:9]2[N:13]([CH3:14])[N:12]=[CH:11][C:10]=2[N+:15]([O-])=O)[CH2:5][CH2:4][CH:3]1[NH:18][C:19](=[O:24])[C:20]([F:23])([F:22])[F:21].CCN(C(C)C)C(C)C.C1CN([P+](ON2N=NC3C=CC=CC2=3)(N2CCCC2)N2CCCC2)CC1.F[P-](F)(F)(F)(F)F.[C:68]([O:72][C:73]([NH:75][C:76]1[S:80][C:79]([C:81]2[C:86]([F:87])=[CH:85][CH:84]=[CH:83][C:82]=2[F:88])=[N:78][C:77]=1[C:89](O)=[O:90])=[O:74])([CH3:71])([CH3:70])[CH3:69]. Product: [F:1][C:2]1([F:25])[CH:3]([NH:18][C:19](=[O:24])[C:20]([F:23])([F:22])[F:21])[CH2:4][CH2:5][N:6]([C:9]2[N:13]([CH3:14])[N:12]=[CH:11][C:10]=2[NH:15][C:89]([C:77]2[N:78]=[C:79]([C:81]3[C:82]([F:88])=[CH:83][CH:84]=[CH:85][C:86]=3[F:87])[S:80][C:76]=2[NH:75][C:73](=[O:74])[O:72][C:68]([CH3:71])([CH3:70])[CH3:69])=[O:90])[CH2:7][CH2:8]1. The catalyst class is: 687. (8) Reactant: [C:1]([C:3]1[C:12]2[C:7](=[CH:8][CH:9]=[CH:10][CH:11]=2)[C:6](F)=[CH:5][CH:4]=1)#[N:2].[NH:14]1[CH2:20][CH2:19][CH2:18][C@H:15]1[CH2:16][OH:17]. Product: [OH:17][CH2:16][C@@H:15]1[CH2:18][CH2:19][CH2:20][N:14]1[C:6]1[C:7]2[C:12](=[CH:11][CH:10]=[CH:9][CH:8]=2)[C:3]([C:1]#[N:2])=[CH:4][CH:5]=1. The catalyst class is: 11. (9) Reactant: [CH:1]1[C:6]([CH2:7][CH2:8][C:9]2[C:13]3[C:14]([N:16]=[C:17]([NH2:19])[NH:18][C:12]=3[NH:11][CH:10]=2)=[O:15])=[CH:5][CH:4]=[C:3]([C:20]([NH:22][C@H:23]([C:29]([O-:31])=[O:30])[CH2:24][CH2:25][C:26]([O-:28])=[O:27])=[O:21])[CH:2]=1.[CH:5]1[C:6]([CH2:7][CH2:8][C:9]2[C:13]3[C:14]([N:16]=[C:17]([NH2:19])[NH:18][C:12]=3[NH:11][CH:10]=2)=[O:15])=[CH:1][CH:2]=[C:3]([C:20]([NH:22][C@H:23]([C:29]([O-:31])=[O:30])[CH2:24][CH2:25][C:26]([O-:28])=[O:27])=[O:21])[CH:4]=1.O.O.O.O.O.[Na+:68].[Na+:68].[Na+].[Na+]. Product: [CH:5]1[C:6]([CH2:7][CH2:8][C:9]2[C:13]3[C:14]([NH:16][C:17]([NH2:19])=[N:18][C:12]=3[NH:11][CH:10]=2)=[O:15])=[CH:1][CH:2]=[C:3]([C:20]([NH:22][C@@H:23]([C:29]([O-:31])=[O:30])[CH2:24][CH2:25][C:26]([O-:28])=[O:27])=[O:21])[CH:4]=1.[Na+:68].[Na+:68]. The catalyst class is: 5. (10) Reactant: [Cl:1][C:2]1[CH:7]=[C:6]([Cl:8])[CH:5]=[CH:4][C:3]=1[NH:9][CH2:10][C:11]([CH3:13])=O.[N:14]1([N:14]2[CH2:19][CH2:18][CH2:17][CH2:16][CH2:15]2)[CH2:19][CH2:18][C:17](=[O:21])[CH2:16][C:15]1=[O:21].O.[C:29]1(C)[CH:34]=[CH:33][C:32](S(O)(=O)=O)=[CH:31][CH:30]=1.C1(C)C=CC=CC=1. Product: [CH:29]1([N:14]2[CH2:19][CH2:18][C:17]3[N:9]([C:3]4[CH:4]=[CH:5][C:6]([Cl:8])=[CH:7][C:2]=4[Cl:1])[CH:10]=[C:11]([CH3:13])[C:16]=3[C:15]2=[O:21])[CH2:34][CH2:33][CH2:32][CH2:31][CH2:30]1. The catalyst class is: 6.